Dataset: Catalyst prediction with 721,799 reactions and 888 catalyst types from USPTO. Task: Predict which catalyst facilitates the given reaction. (1) Reactant: [Cl:1][C:2]1[CH:3]=[C:4]([C:8]([NH:11][CH3:12])=[CH:9][N:10]=1)[C:5]([OH:7])=O.ClC1[CH:15]=[C:16](C(NC)=CN=1)[C:17]([O:19][CH3:20])=[O:18].[OH-:26].[Na+]. Product: [Cl:1][C:2]1[CH:3]=[C:4]2[C:8](=[CH:9][N:10]=1)[N:11]([CH3:12])[C:15](=[O:26])[C:16]([C:17]([O:19][CH3:20])=[O:18])=[C:5]2[OH:7]. The catalyst class is: 14. (2) Reactant: [NH:1]1[C:9]2[C:4](=[N:5][C:6]([C:10](=O)[CH3:11])=[CH:7][CH:8]=2)[CH:3]=[CH:2]1.Cl.CN.[BH3-][C:17]#[N:18].[Na+]. Product: [CH3:17][NH:18][CH:10]([C:6]1[N:5]=[C:4]2[CH:3]=[CH:2][NH:1][C:9]2=[CH:8][CH:7]=1)[CH3:11]. The catalyst class is: 14. (3) Reactant: Br[C:2]1[C:3]2[S:9][CH:8]=[C:7]([Br:10])[C:4]=2[S:5][CH:6]=1.[CH3:11][O:12][C:13](=[O:46])[NH:14][C@H:15]([C:19]([N:21]1[CH2:25][CH2:24][CH2:23][C@H:22]1[C:26]1[NH:27][C:28]([C:31]2[CH:36]=[CH:35][C:34](B3OC(C)(C)C(C)(C)O3)=[CH:33][CH:32]=2)=[CH:29][N:30]=1)=[O:20])[CH:16]([CH3:18])[CH3:17].C(=O)([O-])[O-].[Na+].[Na+].C(OCC)(=O)C. The catalyst class is: 339. Product: [CH3:11][O:12][C:13](=[O:46])[NH:14][C@H:15]([C:19]([N:21]1[CH2:25][CH2:24][CH2:23][C@H:22]1[C:26]1[NH:30][CH:29]=[C:28]([C:31]2[CH:32]=[CH:33][C:34]([C:2]3[C:3]4[S:9][CH:8]=[C:7]([Br:10])[C:4]=4[S:5][CH:6]=3)=[CH:35][CH:36]=2)[N:27]=1)=[O:20])[CH:16]([CH3:18])[CH3:17]. (4) The catalyst class is: 17. Product: [C:23]([C:22]1[CH:21]=[CH:20][C:19]([S:16]([NH:14][C:5]2[N:6]=[CH:7][C:8]3[C:13]([C:4]=2[CH:1]2[CH2:3][CH2:2]2)=[CH:12][CH:11]=[CH:10][CH:9]=3)(=[O:18])=[O:17])=[CH:26][CH:25]=1)#[N:24]. Reactant: [CH:1]1([C:4]2[C:13]3[C:8](=[CH:9][CH:10]=[CH:11][CH:12]=3)[CH:7]=[N:6][C:5]=2[NH2:14])[CH2:3][CH2:2]1.Cl[S:16]([C:19]1[CH:26]=[CH:25][C:22]([C:23]#[N:24])=[CH:21][CH:20]=1)(=[O:18])=[O:17]. (5) Reactant: [Cl:1][C:2]1[CH:3]=[CH:4][C:5]([N+:8]([O-:10])=[O:9])=[N:6][CH:7]=1.[NH:11]1[CH2:16][CH2:15][NH:14][CH2:13][CH2:12]1. Product: [ClH:1].[N+:8]([C:5]1[N:6]=[CH:7][C:2]([N:11]2[CH2:16][CH2:15][NH:14][CH2:13][CH2:12]2)=[CH:3][CH:4]=1)([O-:10])=[O:9]. The catalyst class is: 51. (6) Reactant: [CH2:1]([O:8][C:9]1[C:10]([C:22](O)=[O:23])=[N:11][C:12]([C:17]2[O:18][CH:19]=[CH:20][CH:21]=2)=[CH:13][C:14]=1[S:15][CH3:16])[C:2]1[CH:7]=[CH:6][CH:5]=[CH:4][CH:3]=1.C(N(C(C)C)CC)(C)C.CN(C(ON1N=NC2C=CC=CC1=2)=[N+](C)C)C.F[P-](F)(F)(F)(F)F.[F:58][C:59]1[CH:66]=[CH:65][C:62]([CH2:63][NH2:64])=[CH:61][CH:60]=1. Product: [F:58][C:59]1[CH:66]=[CH:65][C:62]([CH2:63][NH:64][C:22]([C:10]2[C:9]([O:8][CH2:1][C:2]3[CH:3]=[CH:4][CH:5]=[CH:6][CH:7]=3)=[C:14]([S:15][CH3:16])[CH:13]=[C:12]([C:17]3[O:18][CH:19]=[CH:20][CH:21]=3)[N:11]=2)=[O:23])=[CH:61][CH:60]=1. The catalyst class is: 303.